This data is from Full USPTO retrosynthesis dataset with 1.9M reactions from patents (1976-2016). The task is: Predict the reactants needed to synthesize the given product. Given the product [Cl:1][C:2]1[CH:7]=[CH:6][CH:5]=[CH:4][C:3]=1[S:8]([C@H:11]1[CH2:15][N:14]([C:33]([C:30]2([N:25]3[CH2:29][CH2:28][CH2:27][CH2:26]3)[CH2:32][CH2:31]2)=[O:34])[C@H:13]([C:16]([NH:18][C:19]2([C:22]#[N:23])[CH2:21][CH2:20]2)=[O:17])[CH2:12]1)(=[O:10])=[O:9], predict the reactants needed to synthesize it. The reactants are: [Cl:1][C:2]1[CH:7]=[CH:6][CH:5]=[CH:4][C:3]=1[S:8]([C@H:11]1[CH2:15][NH:14][C@H:13]([C:16]([NH:18][C:19]2([C:22]#[N:23])[CH2:21][CH2:20]2)=[O:17])[CH2:12]1)(=[O:10])=[O:9].Cl.[N:25]1([C:30]2([C:33](O)=[O:34])[CH2:32][CH2:31]2)[CH2:29][CH2:28][CH2:27][CH2:26]1.